Dataset: Forward reaction prediction with 1.9M reactions from USPTO patents (1976-2016). Task: Predict the product of the given reaction. (1) Given the reactants [CH:1]([C:4]1[CH:9]=[CH:8][C:7]([CH:10]2[C:14]3[C:15]([CH3:30])=[C:16]([NH:21][C:22](=[O:29])OCC(Cl)(Cl)Cl)[C:17]([CH3:20])=[C:18]([CH3:19])[C:13]=3[O:12][CH2:11]2)=[CH:6][CH:5]=1)([CH3:3])[CH3:2].[NH2:31][CH2:32][CH2:33][CH2:34][OH:35], predict the reaction product. The product is: [OH:35][CH2:34][CH2:33][CH2:32][NH:31][C:22]([NH:21][C:16]1[C:17]([CH3:20])=[C:18]([CH3:19])[C:13]2[O:12][CH2:11][CH:10]([C:7]3[CH:6]=[CH:5][C:4]([CH:1]([CH3:2])[CH3:3])=[CH:9][CH:8]=3)[C:14]=2[C:15]=1[CH3:30])=[O:29]. (2) Given the reactants [CH2:1]([O:8][C:9]([N:11]1[CH2:16][CH2:15][CH:14]([N:17]2[C:25]3[C:20](=[CH:21][CH:22]=[C:23]([C:26]([OH:28])=O)[CH:24]=3)[CH:19]=[CH:18]2)[CH2:13][CH2:12]1)=[O:10])[C:2]1[CH:7]=[CH:6][CH:5]=[CH:4][CH:3]=1.[C:29](N1C=CN=C1)([N:31]1C=CN=C1)=O.CN, predict the reaction product. The product is: [CH3:29][NH:31][C:26]([C:23]1[CH:24]=[C:25]2[C:20]([CH:19]=[CH:18][N:17]2[CH:14]2[CH2:13][CH2:12][N:11]([C:9]([O:8][CH2:1][C:2]3[CH:3]=[CH:4][CH:5]=[CH:6][CH:7]=3)=[O:10])[CH2:16][CH2:15]2)=[CH:21][CH:22]=1)=[O:28]. (3) Given the reactants [H-].[Na+].[NH2:3][C:4]1[C:12]2[C:7](=[CH:8][CH:9]=[CH:10][C:11]=2[F:13])[C@@:6]([C:21]2[CH:22]=[C:23]([CH3:28])[C:24](=[O:27])[NH:25][CH:26]=2)([C:14]2[CH:19]=[CH:18][CH:17]=[C:16]([Br:20])[CH:15]=2)[N:5]=1.I[CH3:30], predict the reaction product. The product is: [NH2:3][C:4]1[C:12]2[C:7](=[CH:8][CH:9]=[CH:10][C:11]=2[F:13])[C@@:6]([C:21]2[CH:22]=[C:23]([CH3:28])[C:24](=[O:27])[N:25]([CH3:30])[CH:26]=2)([C:14]2[CH:19]=[CH:18][CH:17]=[C:16]([Br:20])[CH:15]=2)[N:5]=1. (4) Given the reactants [OH-].[K+].[C:3]([O:7][C@@H:8]([C:15]1[C:16]([CH3:52])=[N:17][C:18]([CH3:51])=[C:19]([C:35]2[CH:40]=[CH:39][C:38]([O:41][CH2:42][CH2:43][C:44]3[CH:49]=[CH:48][C:47]([F:50])=[CH:46][CH:45]=3)=[CH:37][CH:36]=2)[C:20]=1[N:21]1[CH2:26][CH2:25][CH:24]([C:27]2[O:31][N:30]=[C:29]([CH:32]([CH3:34])[CH3:33])[N:28]=2)[CH2:23][CH2:22]1)[C:9]([O:11]C(C)C)=[O:10])([CH3:6])([CH3:5])[CH3:4].Cl, predict the reaction product. The product is: [C:3]([O:7][C@@H:8]([C:15]1[C:16]([CH3:52])=[N:17][C:18]([CH3:51])=[C:19]([C:35]2[CH:36]=[CH:37][C:38]([O:41][CH2:42][CH2:43][C:44]3[CH:45]=[CH:46][C:47]([F:50])=[CH:48][CH:49]=3)=[CH:39][CH:40]=2)[C:20]=1[N:21]1[CH2:26][CH2:25][CH:24]([C:27]2[O:31][N:30]=[C:29]([CH:32]([CH3:33])[CH3:34])[N:28]=2)[CH2:23][CH2:22]1)[C:9]([OH:11])=[O:10])([CH3:6])([CH3:4])[CH3:5]. (5) The product is: [N:1]1([CH2:7][CH2:8][CH2:9][O:10][C:11]2[CH:12]=[C:13]3[C:14]([C@H:23]([C:25]4[S:26][CH:27]=[CH:28][CH:29]=4)[CH2:22][N:18]4[CH2:19][CH2:20][CH2:21][C@H:17]43)=[CH:15][CH:16]=2)[CH2:6][CH2:5][CH2:4][CH2:3][CH2:2]1. Given the reactants [N:1]1([CH2:7][CH2:8][CH2:9][O:10][C:11]2[CH:12]=[C:13]([CH:17]3[CH2:21][CH2:20][CH2:19][N:18]3[CH2:22][C:23]([C:25]3[S:26][CH:27]=[CH:28][CH:29]=3)=O)[CH:14]=[CH:15][CH:16]=2)[CH2:6][CH2:5][CH2:4][CH2:3][CH2:2]1.N, predict the reaction product. (6) Given the reactants [CH3:1][O:2][C:3]1[CH:8]=[CH:7][C:6]([CH2:9][C:10]([O:12][CH2:13][CH3:14])=[O:11])=[CH:5][CH:4]=1.[H-].[Na+].Cl.[CH:18](OCC)=[O:19], predict the reaction product. The product is: [CH3:1][O:2][C:3]1[CH:4]=[CH:5][C:6]([C:9](=[CH:18][OH:19])[C:10]([O:12][CH2:13][CH3:14])=[O:11])=[CH:7][CH:8]=1. (7) Given the reactants [Cl:1][C:2]1[CH:7]=[CH:6][C:5]([C:8]2[N:12]([CH:13]([CH:16]3[CH2:21][CH2:20][CH2:19][CH2:18][CH2:17]3)[CH2:14][OH:15])[C:11]3[CH:22]=[C:23]([F:27])[C:24]([F:26])=[CH:25][C:10]=3[N:9]=2)=[CH:4][CH:3]=1.[CH2:28]([O:30][C:31](=[O:43])[C:32]([O:35][C:36]1[CH:41]=[CH:40][C:39](O)=[CH:38][CH:37]=1)([CH3:34])[CH3:33])[CH3:29].C(P(CCCC)CCCC)CCC.CN(C)C(N=NC(N(C)C)=O)=O, predict the reaction product. The product is: [CH2:28]([O:30][C:31](=[O:43])[C:32]([O:35][C:36]1[CH:41]=[CH:40][C:39]([O:15][CH2:14][CH:13]([N:12]2[C:11]3[CH:22]=[C:23]([F:27])[C:24]([F:26])=[CH:25][C:10]=3[N:9]=[C:8]2[C:5]2[CH:6]=[CH:7][C:2]([Cl:1])=[CH:3][CH:4]=2)[CH:16]2[CH2:17][CH2:18][CH2:19][CH2:20][CH2:21]2)=[CH:38][CH:37]=1)([CH3:34])[CH3:33])[CH3:29]. (8) Given the reactants [F:1][C:2]1[CH:7]=[CH:6][C:5]([CH:8]([N:31]2[CH2:36][CH2:35][N:34]([CH3:37])[CH2:33][CH2:32]2)[CH2:9][N:10]2[CH2:15][CH2:14][N:13]([C:16](=O)[CH2:17][CH2:18][CH2:19][C:20]3[C:29]4[C:24](=[CH:25][CH:26]=[CH:27][CH:28]=4)[CH:23]=[CH:22][CH:21]=3)[CH2:12][CH2:11]2)=[CH:4][CH:3]=1.[H-].[Al+3].[Li+].[H-].[H-].[H-].[OH-].[Na+].CCOCC, predict the reaction product. The product is: [F:1][C:2]1[CH:7]=[CH:6][C:5]([CH:8]([N:31]2[CH2:36][CH2:35][N:34]([CH3:37])[CH2:33][CH2:32]2)[CH2:9][N:10]2[CH2:15][CH2:14][N:13]([CH2:16][CH2:17][CH2:18][CH2:19][C:20]3[C:29]4[C:24](=[CH:25][CH:26]=[CH:27][CH:28]=4)[CH:23]=[CH:22][CH:21]=3)[CH2:12][CH2:11]2)=[CH:4][CH:3]=1.